Task: Predict which catalyst facilitates the given reaction.. Dataset: Catalyst prediction with 721,799 reactions and 888 catalyst types from USPTO (1) The catalyst class is: 131. Reactant: [CH2:1]([C:5]1[CH:6]=[C:7]2[C:12](=[C:13]([O:15][CH:16]3[CH2:21][CH2:20][NH:19][CH2:18][CH2:17]3)[CH:14]=1)[N:11]=[CH:10][CH:9]=[CH:8]2)[CH2:2][CH2:3][CH3:4].Br[CH2:23][CH2:24][N:25]1[C:33](=[O:34])[C:32]2[C:27](=[CH:28][CH:29]=[CH:30][CH:31]=2)[C:26]1=[O:35].C(=O)([O-])[O-].[K+].[K+]. Product: [NH3:11].[CH2:1]([C:5]1[CH:6]=[C:7]2[C:12](=[C:13]([O:15][CH:16]3[CH2:17][CH2:18][N:19]([CH2:23][CH2:24][N:25]4[C:26](=[O:35])[C:27]5[C:32](=[CH:31][CH:30]=[CH:29][CH:28]=5)[C:33]4=[O:34])[CH2:20][CH2:21]3)[CH:14]=1)[N:11]=[CH:10][CH:9]=[CH:8]2)[CH2:2][CH2:3][CH3:4]. (2) Reactant: [Br:1][CH2:2][CH2:3][N:4]1[C:8]([C:9](OC)=[O:10])=[CH:7][C:6]([N+:13]([O-:15])=[O:14])=[N:5]1.[BH4-].[Li+].C(OCC)(=O)C.O. Product: [Br:1][CH2:2][CH2:3][N:4]1[C:8]([CH2:9][OH:10])=[CH:7][C:6]([N+:13]([O-:15])=[O:14])=[N:5]1. The catalyst class is: 7. (3) Reactant: [CH3:1][C:2]1[NH:10][C:9]2[C:4](=[N:5][CH:6]=[CH:7][CH:8]=2)[CH:3]=1.[Cl:11][C:12]1[CH:19]=[CH:18][C:15]([CH2:16]Cl)=[CH:14][CH:13]=1.[OH-].[K+]. Product: [Cl:11][C:12]1[CH:19]=[CH:18][C:15]([CH2:16][N:10]2[C:9]3[C:4](=[N:5][CH:6]=[CH:7][CH:8]=3)[CH:3]=[C:2]2[CH3:1])=[CH:14][CH:13]=1. The catalyst class is: 58. (4) Reactant: [Cl:1][CH2:2][C:3]1[N:13]=[CH:12][CH:11]=[C:10]([CH3:14])[C:4]=1[C:5]([O:7][CH2:8][CH3:9])=[O:6].ClC1C=C(C=CC=1)C(OO)=[O:20]. Product: [Cl:1][CH2:2][C:3]1[C:4]([C:5]([O:7][CH2:8][CH3:9])=[O:6])=[C:10]([CH3:14])[CH:11]=[CH:12][N+:13]=1[O-:20]. The catalyst class is: 4.